Dataset: Full USPTO retrosynthesis dataset with 1.9M reactions from patents (1976-2016). Task: Predict the reactants needed to synthesize the given product. (1) Given the product [F:8][C:9]1[CH:17]=[C:16]([C:18]2[CH:19]=[CH:20][C:21]3[O:25][C:24]([CH:26]4[CH2:31][CH2:30][N:29]([C:33](=[O:38])[CH2:34][CH:35]([CH3:37])[CH3:36])[CH2:28][CH2:27]4)=[N:23][C:22]=3[CH:32]=2)[CH:15]=[CH:14][C:10]=1[C:11]([NH2:13])=[O:12], predict the reactants needed to synthesize it. The reactants are: FC(F)(F)C(O)=O.[F:8][C:9]1[CH:17]=[C:16]([C:18]2[CH:19]=[CH:20][C:21]3[O:25][C:24]([CH:26]4[CH2:31][CH2:30][NH:29][CH2:28][CH2:27]4)=[N:23][C:22]=3[CH:32]=2)[CH:15]=[CH:14][C:10]=1[C:11]([NH2:13])=[O:12].[C:33](O)(=[O:38])[CH2:34][CH:35]([CH3:37])[CH3:36].CCN=C=NCCCN(C)C.Cl.C1C=CC2N(O)N=NC=2C=1. (2) The reactants are: [Br:1][C:2]1[CH:7]=[CH:6][CH:5]=[CH:4][C:3]=1[O:8][CH2:9][CH2:10]Cl.[N:12]1[CH:17]=[CH:16][C:15]([CH2:18][NH2:19])=[CH:14][CH:13]=1. Given the product [Br:1][C:2]1[CH:7]=[CH:6][CH:5]=[CH:4][C:3]=1[O:8][CH2:9][CH2:10][NH:19][CH2:18][C:15]1[CH:16]=[CH:17][N:12]=[CH:13][CH:14]=1, predict the reactants needed to synthesize it. (3) Given the product [OH:12][C:7]1[CH:8]=[C:9]2[C:4](=[CH:5][CH:6]=1)[CH:3]=[C:2]([C:21]1[CH:22]=[CH:23][C:24]([C:27]([O:29][CH3:30])=[O:28])=[N:25][CH:26]=1)[CH:11]=[CH:10]2, predict the reactants needed to synthesize it. The reactants are: Br[C:2]1[CH:3]=[C:4]2[C:9](=[CH:10][CH:11]=1)[CH:8]=[C:7]([OH:12])[CH:6]=[CH:5]2.CC1(C)C(C)(C)OB([C:21]2[CH:22]=[CH:23][C:24]([C:27]([O:29][CH3:30])=[O:28])=[N:25][CH:26]=2)O1.C(=O)([O-])[O-].[Na+].[Na+]. (4) Given the product [NH2:31][C@@H:10]1[CH2:9][N:8]([CH2:1][C:2]2[CH:7]=[CH:6][CH:5]=[CH:4][CH:3]=2)[CH2:12][C@H:11]1[N:13]([CH3:26])[S:14]([C:17]1[CH:22]=[CH:21][C:20]([N+:23]([O-:25])=[O:24])=[CH:19][CH:18]=1)(=[O:15])=[O:16], predict the reactants needed to synthesize it. The reactants are: [CH2:1]([N:8]1[CH2:12][C@@H:11]([N:13]([CH2:26]CC(C)C)[S:14]([C:17]2[CH:22]=[CH:21][C:20]([N+:23]([O-:25])=[O:24])=[CH:19][CH:18]=2)(=[O:16])=[O:15])[C@H:10]([NH:31]C(=O)OC(C)(C)C)[CH2:9]1)[C:2]1[CH:7]=[CH:6][CH:5]=[CH:4][CH:3]=1. (5) Given the product [C:1]1([C:7]([C:22]2[CH:27]=[CH:26][CH:25]=[CH:24][CH:23]=2)([C:16]2[CH:17]=[CH:18][CH:19]=[CH:20][CH:21]=2)[O:8][CH2:9][CH:10]([O:15][S:36]([CH3:35])(=[O:38])=[O:37])[CH2:11][N:12]([CH3:13])[CH3:14])[CH:2]=[CH:3][CH:4]=[CH:5][CH:6]=1, predict the reactants needed to synthesize it. The reactants are: [C:1]1([C:7]([C:22]2[CH:27]=[CH:26][CH:25]=[CH:24][CH:23]=2)([C:16]2[CH:21]=[CH:20][CH:19]=[CH:18][CH:17]=2)[O:8][CH2:9][CH:10]([OH:15])[CH2:11][N:12]([CH3:14])[CH3:13])[CH:6]=[CH:5][CH:4]=[CH:3][CH:2]=1.C(N(CC)CC)C.[CH3:35][S:36](Cl)(=[O:38])=[O:37].